From a dataset of Full USPTO retrosynthesis dataset with 1.9M reactions from patents (1976-2016). Predict the reactants needed to synthesize the given product. (1) Given the product [Cl:49][C:37]1[CH:36]=[C:35]([NH:34][C:27]2[C:26]3[C:31](=[CH:32][CH:33]=[C:24](/[CH:23]=[CH:22]/[CH2:21][NH:20][C:1](=[O:4])[CH3:2])[CH:25]=3)[N:30]=[CH:29][N:28]=2)[CH:40]=[CH:39][C:38]=1[O:41][C:42]1[CH:43]=[N:44][C:45]([CH3:48])=[CH:46][CH:47]=1, predict the reactants needed to synthesize it. The reactants are: [C:1]([OH:4])(=O)[CH3:2].C1(N=C=NC2CCCCC2)CCCCC1.[NH2:20][CH2:21]/[CH:22]=[CH:23]/[C:24]1[CH:25]=[C:26]2[C:31](=[CH:32][CH:33]=1)[N:30]=[CH:29][N:28]=[C:27]2[NH:34][C:35]1[CH:40]=[CH:39][C:38]([O:41][C:42]2[CH:43]=[N:44][C:45]([CH3:48])=[CH:46][CH:47]=2)=[C:37]([Cl:49])[CH:36]=1. (2) Given the product [Cl:17][C:18]1[C:19]([O:57][CH2:56][CH2:55][C:52]2[CH:53]=[CH:54][C:49]([O:48][CH3:47])=[CH:50][CH:51]=2)=[CH:20][C:21]([F:33])=[C:22]([CH:32]=1)[C:23]([NH:25][S:26](=[O:31])(=[O:30])[N:27]([CH3:29])[CH3:28])=[O:24], predict the reactants needed to synthesize it. The reactants are: ClC1C(F)=CC(F)=C(C=1)C(NS(C)(=O)=O)=O.[Cl:17][C:18]1[C:19](F)=[CH:20][C:21]([F:33])=[C:22]([CH:32]=1)[C:23]([NH:25][S:26](=[O:31])(=[O:30])[N:27]([CH3:29])[CH3:28])=[O:24].C12(CO)CC3CC(CC(C3)C1)C2.[CH3:47][O:48][C:49]1[CH:54]=[CH:53][C:52]([CH2:55][CH2:56][OH:57])=[CH:51][CH:50]=1. (3) Given the product [C:3]1([CH3:25])[CH:8]=[CH:7][CH:6]=[CH:5][C:4]=1[N:9]([C:17]1[CH:24]=[CH:23][C:20]([CH2:21][P:29](=[O:28])([O:30][CH2:31][CH3:32])[O:33][CH2:34][CH3:35])=[CH:19][CH:18]=1)[C:10]1[CH:15]=[CH:14][CH:13]=[CH:12][C:11]=1[CH3:16], predict the reactants needed to synthesize it. The reactants are: II.[C:3]1([CH3:25])[CH:8]=[CH:7][CH:6]=[CH:5][C:4]=1[N:9]([C:17]1[CH:24]=[CH:23][C:20]([CH2:21]O)=[CH:19][CH:18]=1)[C:10]1[CH:15]=[CH:14][CH:13]=[CH:12][C:11]=1[CH3:16].C([O:28][P:29]([O:33][CH2:34][CH3:35])[O:30][CH2:31][CH3:32])C.